This data is from Full USPTO retrosynthesis dataset with 1.9M reactions from patents (1976-2016). The task is: Predict the reactants needed to synthesize the given product. Given the product [CH3:1][C:2]1[CH:11]=[CH:10][C:9]2[C:4](=[C:5]([N+:12]([O-:14])=[O:13])[C:6]([NH2:17])=[CH:7][CH:8]=2)[N:3]=1, predict the reactants needed to synthesize it. The reactants are: [CH3:1][C:2]1[CH:11]=[CH:10][C:9]2[C:4](=[C:5]([N+:12]([O-:14])=[O:13])[CH:6]=[CH:7][CH:8]=2)[N:3]=1.[I-].C[N+:17](C)(C)N.CC(C)([O-])C.[K+].[Cl-].